Dataset: Forward reaction prediction with 1.9M reactions from USPTO patents (1976-2016). Task: Predict the product of the given reaction. (1) Given the reactants [OH:1][C:2]1[CH:6]=[C:5]([CH2:7][CH2:8][C:9]([O:11][CH2:12][CH3:13])=[O:10])[N:4]([C:14]2[CH:19]=[CH:18][CH:17]=[CH:16][CH:15]=2)[N:3]=1.Cl[CH2:21][C:22]1[CH:41]=[CH:40][C:25]([O:26][CH2:27][C:28]2[N:29]=[C:30]([C:34]3[CH:39]=[CH:38][CH:37]=[CH:36][CH:35]=3)[O:31][C:32]=2[CH3:33])=[CH:24][CH:23]=1.C(=O)([O-])[O-].[K+].[K+].CN(C)C=O, predict the reaction product. The product is: [CH3:33][C:32]1[O:31][C:30]([C:34]2[CH:35]=[CH:36][CH:37]=[CH:38][CH:39]=2)=[N:29][C:28]=1[CH2:27][O:26][C:25]1[CH:24]=[CH:23][C:22]([CH2:21][O:1][C:2]2[CH:6]=[C:5]([CH2:7][CH2:8][C:9]([O:11][CH2:12][CH3:13])=[O:10])[N:4]([C:14]3[CH:15]=[CH:16][CH:17]=[CH:18][CH:19]=3)[N:3]=2)=[CH:41][CH:40]=1. (2) Given the reactants [Cl:1][C:2]1[CH:7]=[CH:6][C:5]([C:8]([C:27]2[CH:28]=[N:29][C:30]3[C:35]([CH:36]=2)=[CH:34][CH:33]=[C:32]([C:37]([F:40])([F:39])[F:38])[CH:31]=3)(O)[C@@H:9]([C:13]2[CH:25]=[CH:24][C:16]([C:17]([O:19]C(C)(C)C)=[O:18])=[CH:15][CH:14]=2)[CH2:10][CH2:11][CH3:12])=[CH:4][CH:3]=1.C([SiH](CC)CC)C, predict the reaction product. The product is: [Cl:1][C:2]1[CH:7]=[CH:6][C:5]([CH:8]([C:27]2[CH:28]=[N:29][C:30]3[C:35]([CH:36]=2)=[CH:34][CH:33]=[C:32]([C:37]([F:40])([F:38])[F:39])[CH:31]=3)[C@@H:9]([C:13]2[CH:14]=[CH:15][C:16]([C:17]([OH:19])=[O:18])=[CH:24][CH:25]=2)[CH2:10][CH2:11][CH3:12])=[CH:4][CH:3]=1.